This data is from Full USPTO retrosynthesis dataset with 1.9M reactions from patents (1976-2016). The task is: Predict the reactants needed to synthesize the given product. (1) Given the product [F:8][C:9]1[CH:10]=[C:11]([C:20]2[CH:21]=[CH:22][C:23]([CH2:26][CH2:27][CH3:28])=[CH:24][CH:25]=2)[CH:12]=[CH:13][C:14]=1[C:15]1[Se:16][C:17]([CH3:1])=[CH:18][CH:19]=1, predict the reactants needed to synthesize it. The reactants are: [CH2:1]([Li])CCCCC.[F:8][C:9]1[CH:10]=[C:11]([C:20]2[CH:25]=[CH:24][C:23]([CH2:26][CH2:27][CH3:28])=[CH:22][CH:21]=2)[CH:12]=[CH:13][C:14]=1[C:15]1[Se:16][CH:17]=[CH:18][CH:19]=1.CI.N. (2) Given the product [CH:3]1([S:6]([NH:9][C:21]([C:18]2[CH:19]=[C:20]3[C:15](=[CH:16][CH:17]=2)[NH:14][CH:13]([C:24]2[CH:25]=[C:26]([CH:27]=[CH:28][CH:29]=2)[C:30]([NH:31][C:32]2[CH:33]=[CH:34][CH:35]=[CH:36][CH:37]=2)=[O:38])[CH2:12][C:11]3([CH3:39])[CH3:10])=[O:22])(=[O:8])=[O:7])[CH2:5][CH2:4]1, predict the reactants needed to synthesize it. The reactants are: [H-].[Na+].[CH:3]1([S:6]([NH2:9])(=[O:8])=[O:7])[CH2:5][CH2:4]1.[CH3:10][C:11]1([CH3:39])[C:20]2[C:15](=[CH:16][CH:17]=[C:18]([C:21](O)=[O:22])[CH:19]=2)[NH:14][CH:13]([C:24]2[CH:29]=[CH:28][CH:27]=[C:26]([C:30](=[O:38])[NH:31][C:32]3[CH:37]=[CH:36][CH:35]=[CH:34][CH:33]=3)[CH:25]=2)[CH2:12]1.C(N1C=CN=C1)(N1C=CN=C1)=O. (3) Given the product [CH3:19][O:18][C:15]1[CH:16]=[CH:17][C:12]([CH2:11][N:7]2[C:8]3[C:4](=[CH:3][C:2]([NH:20][C@H:21]4[CH2:26][CH2:25][CH2:24][N:23]([C:27]([O:29][C:30]([CH3:33])([CH3:32])[CH3:31])=[O:28])[CH2:22]4)=[CH:10][CH:9]=3)[CH:5]=[N:6]2)=[CH:13][CH:14]=1, predict the reactants needed to synthesize it. The reactants are: Br[C:2]1[CH:3]=[C:4]2[C:8](=[CH:9][CH:10]=1)[N:7]([CH2:11][C:12]1[CH:17]=[CH:16][C:15]([O:18][CH3:19])=[CH:14][CH:13]=1)[N:6]=[CH:5]2.[NH2:20][C@H:21]1[CH2:26][CH2:25][CH2:24][N:23]([C:27]([O:29][C:30]([CH3:33])([CH3:32])[CH3:31])=[O:28])[CH2:22]1.CC(C)([O-])C.[Na+]. (4) Given the product [Cl:3][C:4]1[CH:5]=[C:6]([C:14]2[O:18][N:17]=[C:16]([C:19]3[CH:20]=[CH:21][CH:22]=[C:23]4[C:27]=3[N:26]([CH2:28][CH2:29][CH3:30])[CH:25]=[C:24]4[CH2:31][CH2:32][C:33]([OH:35])=[O:34])[N:15]=2)[CH:7]=[CH:8][C:9]=1[O:10][CH:11]([CH3:13])[CH3:12], predict the reactants needed to synthesize it. The reactants are: [OH-].[Na+].[Cl:3][C:4]1[CH:5]=[C:6]([C:14]2[O:18][N:17]=[C:16]([C:19]3[CH:20]=[CH:21][CH:22]=[C:23]4[C:27]=3[N:26]([CH2:28][CH2:29][CH3:30])[CH:25]=[C:24]4[CH2:31][CH2:32][C:33]([O:35]CCC)=[O:34])[N:15]=2)[CH:7]=[CH:8][C:9]=1[O:10][CH:11]([CH3:13])[CH3:12].Cl.